From a dataset of Forward reaction prediction with 1.9M reactions from USPTO patents (1976-2016). Predict the product of the given reaction. Given the reactants [NH2:1][C:2]1[C:7]([C:8]#[N:9])=[C:6]([NH:10][C@H:11]([C:13]2[N:18]=[C:17]3[CH:19]=[CH:20][N:21]([CH3:22])[C:16]3=[CH:15][C:14]=2[C:23]2[N:27]([CH3:28])[N:26]=[CH:25][CH:24]=2)[CH3:12])[N:5]=[C:4](SC)[N:3]=1.O[O:32][S:33]([O-:35])=O.[K+].[C:37](#N)C, predict the reaction product. The product is: [NH2:1][C:2]1[C:7]([C:8]#[N:9])=[C:6]([NH:10][C@H:11]([C:13]2[N:18]=[C:17]3[CH:19]=[CH:20][N:21]([CH3:22])[C:16]3=[CH:15][C:14]=2[C:23]2[N:27]([CH3:28])[N:26]=[CH:25][CH:24]=2)[CH3:12])[N:5]=[C:4]([S:33]([CH3:37])(=[O:35])=[O:32])[N:3]=1.